From a dataset of Peptide-MHC class I binding affinity with 185,985 pairs from IEDB/IMGT. Regression. Given a peptide amino acid sequence and an MHC pseudo amino acid sequence, predict their binding affinity value. This is MHC class I binding data. (1) The peptide sequence is VFSDGRVAC. The MHC is HLA-B54:01 with pseudo-sequence HLA-B54:01. The binding affinity (normalized) is 0.0162. (2) The peptide sequence is FYPEKSTVI. The MHC is HLA-B15:01 with pseudo-sequence HLA-B15:01. The binding affinity (normalized) is 0.0847. (3) The peptide sequence is LLLLISLVY. The MHC is HLA-A02:03 with pseudo-sequence HLA-A02:03. The binding affinity (normalized) is 0.0847. (4) The peptide sequence is HFIYHKREK. The MHC is HLA-A26:01 with pseudo-sequence HLA-A26:01. The binding affinity (normalized) is 0.0847.